This data is from Full USPTO retrosynthesis dataset with 1.9M reactions from patents (1976-2016). The task is: Predict the reactants needed to synthesize the given product. (1) Given the product [CH3:25][N:23]([CH3:24])[C:21]([C:6]1[CH:7]=[C:8]2[C:13](=[C:4]([CH:2]([NH:1][C:29]3[CH:28]=[C:27]([F:26])[C:32]([F:33])=[C:31]([F:34])[CH:30]=3)[CH3:3])[CH:5]=1)[O:12][C:11]([N:14]1[CH2:19][CH2:18][O:17][CH2:16][CH2:15]1)=[CH:10][C:9]2=[O:20])=[O:22], predict the reactants needed to synthesize it. The reactants are: [NH2:1][CH:2]([C:4]1[CH:5]=[C:6]([C:21]([N:23]([CH3:25])[CH3:24])=[O:22])[CH:7]=[C:8]2[C:13]=1[O:12][C:11]([N:14]1[CH2:19][CH2:18][O:17][CH2:16][CH2:15]1)=[CH:10][C:9]2=[O:20])[CH3:3].[F:26][C:27]1[CH:28]=[C:29](B(O)O)[CH:30]=[C:31]([F:34])[C:32]=1[F:33].ClC(Cl)C.N1C=CC=CC=1. (2) The reactants are: [N+:1]([C:4]1[CH:12]=[C:11]([N+:13]([O-])=O)[CH:10]=[C:6]([C:7]([OH:9])=[O:8])[C:5]=1[OH:16])([O-])=O. Given the product [NH2:1][C:4]1[CH:12]=[C:11]([NH2:13])[CH:10]=[C:6]([C:7]([OH:9])=[O:8])[C:5]=1[OH:16], predict the reactants needed to synthesize it. (3) Given the product [Cl:1][C:2]1[CH:9]=[C:8]([N:10]2[C:14](=[O:15])[CH2:13][C@H:12]([OH:16])[C@@H:11]2[CH2:17][CH2:18][CH3:19])[CH:7]=[CH:6][C:3]=1[C:4]#[N:5], predict the reactants needed to synthesize it. The reactants are: [Cl:1][C:2]1[CH:9]=[C:8]([N:10]2[C:14](=[O:15])[CH:13]=[C:12]([OH:16])[CH:11]2[CH2:17][CH2:18][CH3:19])[CH:7]=[CH:6][C:3]=1[C:4]#[N:5].C(O)(=O)C.[BH4-].[Na+].O. (4) Given the product [F:1][C:2]1[CH:30]=[CH:29][C:5]2[N:6]([CH:10]3[CH2:15][CH2:14][N:13]([C:16]4([CH3:28])[CH2:20][CH2:19][N:18]([C:21]([O:23][CH:24]([CH3:26])[CH3:25])=[O:22])[CH2:17]4)[CH2:12][CH2:11]3)[C:7](=[O:9])[NH:8][C:4]=2[CH:3]=1, predict the reactants needed to synthesize it. The reactants are: [F:1][C:2]1[CH:30]=[CH:29][C:5]2[N:6]([CH:10]3[CH2:15][CH2:14][N:13]([C:16]4([CH3:28])[CH2:20][CH2:19][N:18]([C:21]([O:23][C:24](C)([CH3:26])[CH3:25])=[O:22])[CH2:17]4)[CH2:12][CH2:11]3)[C:7](=[O:9])[NH:8][C:4]=2[CH:3]=1.C(Cl)(=O)OC(C)C. (5) Given the product [CH:1]1[C:10]2[C:11]3[C:20]([C:8]4[C:9]=2[C:4]([CH:5]=[C:6]([S:22]([OH:25])(=[O:24])=[O:23])[CH:7]=4)=[CH:3][C:2]=1[S:27]([OH:29])(=[O:28])=[O:26])=[N:19][C:18]1[C:13](=[CH:14][CH:15]=[CH:16][CH:17]=1)[N:12]=3, predict the reactants needed to synthesize it. The reactants are: [CH:1]1[C:10]2[C:11]3[C:20]([C:8]4[C:9]=2[C:4]([CH:5]=[CH:6][CH:7]=4)=[CH:3][CH:2]=1)=[N:19][C:18]1[C:13](=[CH:14][CH:15]=[CH:16][CH:17]=1)[N:12]=3.O[S:22]([OH:25])(=[O:24])=[O:23].[O:26]=[S:27](=[O:29])=[O:28]. (6) Given the product [O:30]=[C:20]1[NH:27][C:10]2([C:9]3[C:4](=[CH:5][CH:6]=[CH:7][CH:8]=3)[N:3]([CH2:12][C:13]([O:15][C:16]([CH3:19])([CH3:18])[CH3:17])=[O:14])[C:2]2=[O:1])[C:23](=[O:26])[NH:21]1, predict the reactants needed to synthesize it. The reactants are: [O:1]=[C:2]1[C:10](=O)[C:9]2[C:4](=[CH:5][CH:6]=[CH:7][CH:8]=2)[N:3]1[CH2:12][C:13]([O:15][C:16]([CH3:19])([CH3:18])[CH3:17])=[O:14].[C-:20]#[N:21].[K+].[C:23](=[O:26])([O-])[O-].[NH4+:27].[NH4+].C[OH:30]. (7) The reactants are: [CH:1]1([NH2:4])[CH2:3][CH2:2]1.C1([O:11][C:12](=O)[NH:13][C:14]2[CH:19]=[CH:18][CH:17]=[C:16]([C:20]([C:22]3[C:30]4[C:29]([NH2:31])=[N:28][CH:27]=[N:26][C:25]=4[N:24]([CH:32]4[CH2:36][CH2:35][CH2:34][CH2:33]4)[CH:23]=3)=[O:21])[CH:15]=2)C=CC=CC=1. Given the product [NH2:31][C:29]1[C:30]2[C:22]([C:20]([C:16]3[CH:15]=[C:14]([NH:13][C:12]([NH:4][CH:1]4[CH2:3][CH2:2]4)=[O:11])[CH:19]=[CH:18][CH:17]=3)=[O:21])=[CH:23][N:24]([CH:32]3[CH2:36][CH2:35][CH2:34][CH2:33]3)[C:25]=2[N:26]=[CH:27][N:28]=1, predict the reactants needed to synthesize it. (8) Given the product [C:1]1([CH2:7][CH2:8][C:9]2[O:13][N:12]=[C:11]([C:14]([OH:16])=[O:15])[CH:10]=2)[CH:2]=[CH:3][CH:4]=[CH:5][CH:6]=1, predict the reactants needed to synthesize it. The reactants are: [C:1]1([CH2:7][CH2:8][C:9]2[O:13][N:12]=[C:11]([C:14]([O:16]CC)=[O:15])[CH:10]=2)[CH:6]=[CH:5][CH:4]=[CH:3][CH:2]=1.C(O)C.[OH-].[K+]. (9) The reactants are: [N:1]1[CH:6]=[CH:5][CH:4]=[C:3]([CH3:7])[CH:2]=1.C(NC(C)C)(C)C.[Si:15]([O:22][CH2:23][CH2:24][CH2:25][CH2:26][CH2:27][CH2:28][CH2:29][CH2:30][CH2:31][CH2:32][CH2:33]Br)([C:18]([CH3:21])([CH3:20])[CH3:19])([CH3:17])[CH3:16].C([Li])CCC. Given the product [Si:15]([O:22][CH2:23][CH2:24][CH2:25][CH2:26][CH2:27][CH2:28][CH2:29][CH2:30][CH2:31][CH2:32][CH2:33][CH2:7][C:3]1[CH:2]=[N:1][CH:6]=[CH:5][CH:4]=1)([C:18]([CH3:19])([CH3:20])[CH3:21])([CH3:17])[CH3:16], predict the reactants needed to synthesize it. (10) Given the product [CH2:26]([O:28][C:29]([C:31]1[S:32][C:33]([C:22]([F:25])([F:24])[F:23])=[C:34]([C:50]#[N:51])[C:35]=1[C:36]1[CH:41]=[CH:40][C:39]([C:42]2[CH:47]=[CH:46][CH:45]=[CH:44][C:43]=2[S:48][CH3:49])=[CH:38][CH:37]=1)=[O:30])[CH3:27], predict the reactants needed to synthesize it. The reactants are: COC(C1SC([C:22]([F:25])([F:24])[F:23])=C(C#N)C=1C1C=CC(C(C)(C)C)=CC=1)=O.[CH2:26]([O:28][C:29]([C:31]1[S:32][C:33](I)=[C:34]([C:50]#[N:51])[C:35]=1[C:36]1[CH:41]=[CH:40][C:39]([C:42]2[CH:47]=[CH:46][CH:45]=[CH:44][C:43]=2[S:48][CH3:49])=[CH:38][CH:37]=1)=[O:30])[CH3:27].